This data is from Retrosynthesis with 50K atom-mapped reactions and 10 reaction types from USPTO. The task is: Predict the reactants needed to synthesize the given product. (1) Given the product O=C(c1cccc(Cl)c1Cl)N1CCN(c2cc(N3CCOCC3)ccc2Cl)C(=O)C1, predict the reactants needed to synthesize it. The reactants are: O=C(Cl)c1cccc(Cl)c1Cl.O=C1CNCCN1c1cc(N2CCOCC2)ccc1Cl. (2) The reactants are: CCc1nc2c(cnn2CC)c(NC2CCOCC2)c1CNC(=O)c1cccc(C(=O)O)c1.Cc1ccc(CN)cc1Br. Given the product CCc1nc2c(cnn2CC)c(NC2CCOCC2)c1CNC(=O)c1cccc(C(=O)NCc2ccc(C)c(Br)c2)c1, predict the reactants needed to synthesize it. (3) Given the product C#CC[C@H](NC(=O)OC(C)(C)C)C(N)=O, predict the reactants needed to synthesize it. The reactants are: C#CC[C@H](NC(=O)OC(C)(C)C)C(=O)O.CN1CCOCC1. (4) The reactants are: CC(C)(C)OC(=O)N1CCNCC1.COC(=O)c1cc(Cl)ccc1C=O. Given the product COC(=O)c1cc(Cl)ccc1CN1CCN(C(=O)OC(C)(C)C)CC1, predict the reactants needed to synthesize it. (5) Given the product COC(=O)C(CN)c1ccc(C(=O)OC(C)(C)C)cc1, predict the reactants needed to synthesize it. The reactants are: COC(=O)C(C#N)c1ccc(C(=O)OC(C)(C)C)cc1. (6) Given the product O=C(Cc1nc(N2CCOCC2)cc(=O)[nH]1)Nc1ccsc1, predict the reactants needed to synthesize it. The reactants are: Nc1ccsc1.O=C([O-])Cc1nc(N2CCOCC2)cc(=O)[nH]1. (7) Given the product COCCN1C(=O)S/C(=C\c2ccc3c(ccn3Cc3ccc(F)cc3C(F)(F)F)c2)C1=O, predict the reactants needed to synthesize it. The reactants are: COCCBr.O=C1NC(=O)/C(=C/c2ccc3c(ccn3Cc3ccc(F)cc3C(F)(F)F)c2)S1. (8) Given the product CC(C)(C)OC(=O)N[C@@H](Cc1ccc(OCc2ccccc2)cc1)C(=O)O, predict the reactants needed to synthesize it. The reactants are: CC(C)(C)OC(=O)OC(=O)OC(C)(C)C.N[C@@H](Cc1ccc(OCc2ccccc2)cc1)C(=O)O.